The task is: Regression/Classification. Given a drug SMILES string, predict its toxicity properties. Task type varies by dataset: regression for continuous values (e.g., LD50, hERG inhibition percentage) or binary classification for toxic/non-toxic outcomes (e.g., AMES mutagenicity, cardiotoxicity, hepatotoxicity). Dataset: herg_karim.. This data is from hERG potassium channel inhibition data for cardiac toxicity prediction from Karim et al.. (1) The compound is C=CCn1nc(NCC(=O)NC2CN([C@H]3CC[C@@H](C(=O)OCC)CC3)C2)c2cc(C(F)(F)F)ccc21. The result is 1 (blocker). (2) The compound is Cc1cc(-c2ccc3c(c2)CCN(CCCSc2nnc(-c4ccccn4)n2C)CC3)no1. The result is 1 (blocker). (3) The compound is O=c1cc(OCc2ccccc2)ccn1-c1ccc2c(cnn2CCN2CCNCC2)c1. The result is 0 (non-blocker). (4) The molecule is Cc1ccc(-c2ccc(N3CC(CNC(=O)c4ccc(-c5nc6cc(C#N)cc(C(C)C)c6o5)cc4)OC3=O)nc2)s1. The result is 0 (non-blocker).